From a dataset of Forward reaction prediction with 1.9M reactions from USPTO patents (1976-2016). Predict the product of the given reaction. Given the reactants [CH:1]1([CH2:4][O:5][C:6]2[CH:11]=[CH:10][C:9]([CH:12]([F:14])[F:13])=[CH:8][C:7]=2[C:15]2[C:16]3[NH:23][C:22]([CH3:24])=[C:21]([C:25]([OH:27])=O)[C:17]=3[N:18]=[CH:19][N:20]=2)[CH2:3][CH2:2]1.Cl.[NH2:29][C@H:30]1[CH2:34][CH2:33][C@H:32]([NH:35][C:36](=[O:42])[O:37][C:38]([CH3:41])([CH3:40])[CH3:39])[CH2:31]1, predict the reaction product. The product is: [CH:1]1([CH2:4][O:5][C:6]2[CH:11]=[CH:10][C:9]([CH:12]([F:14])[F:13])=[CH:8][C:7]=2[C:15]2[C:16]3[NH:23][C:22]([CH3:24])=[C:21]([C:25]([NH:29][C@H:30]4[CH2:34][CH2:33][C@H:32]([NH:35][C:36](=[O:42])[O:37][C:38]([CH3:40])([CH3:39])[CH3:41])[CH2:31]4)=[O:27])[C:17]=3[N:18]=[CH:19][N:20]=2)[CH2:3][CH2:2]1.